From a dataset of Forward reaction prediction with 1.9M reactions from USPTO patents (1976-2016). Predict the product of the given reaction. Given the reactants [CH3:1][N:2]1[C:10]2[C:5](=[CH:6][CH:7]=[CH:8][CH:9]=2)[CH:4]=[C:3]1[CH2:11][NH2:12].[CH3:13][O:14][C:15]1[CH:22]=[CH:21][CH:20]=[C:19]([O:23][CH3:24])[C:16]=1[CH:17]=O, predict the reaction product. The product is: [CH3:13][O:14][C:15]1[CH:22]=[CH:21][CH:20]=[C:19]([O:23][CH3:24])[C:16]=1[CH:17]1[N:12]([CH2:11][C:3]2[N:2]([CH3:1])[C:10]3[C:5]([CH:4]=2)=[CH:6][CH:7]=[CH:8][CH:9]=3)[C:15](=[O:14])[CH2:16][CH2:19][CH2:20]1.